Dataset: Catalyst prediction with 721,799 reactions and 888 catalyst types from USPTO. Task: Predict which catalyst facilitates the given reaction. (1) The catalyst class is: 1. Reactant: CS([C:5]1[N:6]=[C:7]([C:38]([F:41])([F:40])[F:39])[C:8]2[C:13]([C:14]3[CH:19]=[CH:18][CH:17]=[CH:16][CH:15]=3)=[C:12]([C:20]3[CH:25]=[CH:24][C:23]([C:26]4([NH:30][C:31](=[O:37])[O:32][C:33]([CH3:36])([CH3:35])[CH3:34])[CH2:29][CH2:28][CH2:27]4)=[CH:22][CH:21]=3)[O:11][C:9]=2[N:10]=1)(=O)=O.[CH2:42]([CH2:44][NH2:45])[OH:43]. Product: [OH:43][CH2:42][CH2:44][NH:45][C:5]1[N:6]=[C:7]([C:38]([F:39])([F:40])[F:41])[C:8]2[C:13]([C:14]3[CH:15]=[CH:16][CH:17]=[CH:18][CH:19]=3)=[C:12]([C:20]3[CH:25]=[CH:24][C:23]([C:26]4([NH:30][C:31](=[O:37])[O:32][C:33]([CH3:35])([CH3:34])[CH3:36])[CH2:29][CH2:28][CH2:27]4)=[CH:22][CH:21]=3)[O:11][C:9]=2[N:10]=1. (2) Reactant: C(OC([NH:8][CH:9]([C:12]1[C:13]([F:47])=[C:14]([C:18]2[CH:23]=[C:22]([CH2:24][N:25]3[CH2:30][CH2:29][O:28][CH2:27][CH2:26]3)[CH:21]=[C:20]([CH2:31][O:32][C:33]3[CH:38]=[CH:37][CH:36]=[CH:35][C:34]=3[CH2:39][C:40]([O:42]C(C)(C)C)=[O:41])[CH:19]=2)[CH:15]=[CH:16][CH:17]=1)[CH2:10][F:11])=O)(C)(C)C.C(O)(C(F)(F)F)=O. Product: [NH2:8][CH:9]([C:12]1[C:13]([F:47])=[C:14]([C:18]2[CH:23]=[C:22]([CH2:24][N:25]3[CH2:30][CH2:29][O:28][CH2:27][CH2:26]3)[CH:21]=[C:20]([CH2:31][O:32][C:33]3[CH:38]=[CH:37][CH:36]=[CH:35][C:34]=3[CH2:39][C:40]([OH:42])=[O:41])[CH:19]=2)[CH:15]=[CH:16][CH:17]=1)[CH2:10][F:11]. The catalyst class is: 2.